Task: Predict the product of the given reaction.. Dataset: Forward reaction prediction with 1.9M reactions from USPTO patents (1976-2016) Given the reactants [NH2:1][C:2]1[CH:3]=[CH:4][CH:5]=[C:6]2[C:11]=1[CH2:10][NH:9][CH2:8][CH2:7]2.Cl[C:13](Cl)(Cl)[CH:14]([OH:16])O.Cl.[NH2:20][OH:21], predict the reaction product. The product is: [CH2:10]1[C:11]2[C:6](=[CH:5][CH:4]=[CH:3][C:2]=2[NH:1][C:14](=[O:16])[CH:13]=[N:20][OH:21])[CH2:7][CH2:8][NH:9]1.